This data is from Forward reaction prediction with 1.9M reactions from USPTO patents (1976-2016). The task is: Predict the product of the given reaction. (1) Given the reactants [Cl:1][C:2]1[CH:3]=[C:4]([CH3:10])[C:5]([CH:8]=O)=[N:6][CH:7]=1.[C:11]([O:15][C:16]([N:18]1[CH2:23][CH2:22][CH:21]([NH2:24])[CH2:20][CH2:19]1)=[O:17])([CH3:14])([CH3:13])[CH3:12].[BH-](OC(C)=O)(OC(C)=O)OC(C)=O.[Na+], predict the reaction product. The product is: [C:11]([O:15][C:16]([N:18]1[CH2:23][CH2:22][CH:21]([NH:24][CH2:8][C:5]2[C:4]([CH3:10])=[CH:3][C:2]([Cl:1])=[CH:7][N:6]=2)[CH2:20][CH2:19]1)=[O:17])([CH3:14])([CH3:12])[CH3:13]. (2) Given the reactants [Cl:1][C:2]1[CH:7]=[CH:6][C:5]([C:8]2[S:9][CH:10]=[C:11]([CH2:13][CH2:14][NH2:15])[N:12]=2)=[CH:4][CH:3]=1.[F:16][C:17]([F:33])([F:32])[C:18]1[O:22][N:21]=[C:20]([C:23]2[CH:24]=[N:25][CH:26]=[C:27]([CH:31]=2)[C:28](O)=[O:29])[N:19]=1, predict the reaction product. The product is: [Cl:1][C:2]1[CH:3]=[CH:4][C:5]([C:8]2[S:9][CH:10]=[C:11]([CH2:13][CH2:14][NH:15][C:28](=[O:29])[C:27]3[CH:31]=[C:23]([C:20]4[N:19]=[C:18]([C:17]([F:33])([F:32])[F:16])[O:22][N:21]=4)[CH:24]=[N:25][CH:26]=3)[N:12]=2)=[CH:6][CH:7]=1. (3) The product is: [Cl:51][C:49]1[CH:48]=[C:47]([CH:52]2[CH2:56][CH2:55][CH2:54][N:53]2[C:36]([C:35]2[CH:39]=[CH:40][C:41]([OH:43])=[CH:42][C:34]=2[OH:33])=[O:38])[CH:46]=[C:45]([Cl:44])[CH:50]=1. Given the reactants P(F)(F)(F)(F)F.N1(OC(N(C)C)=[N+](C)C)C2N=CC=CC=2N=N1.C(N(C(C)C)CC)(C)C.[OH:33][C:34]1[CH:42]=[C:41]([OH:43])[CH:40]=[CH:39][C:35]=1[C:36]([OH:38])=O.[Cl:44][C:45]1[CH:46]=[C:47]([CH:52]2[CH2:56][CH2:55][CH2:54][NH:53]2)[CH:48]=[C:49]([Cl:51])[CH:50]=1.C([O-])(O)=O.[Na+], predict the reaction product. (4) Given the reactants [N:1]1[CH:6]=[CH:5][CH:4]=[CH:3][C:2]=1[NH:7][C:8]1[S:9][CH:10]=[CH:11][N:12]=1.[Cl:13]N1C(=O)CCC1=O, predict the reaction product. The product is: [Cl:13][C:10]1[S:9][C:8]([NH:7][C:2]2[CH:3]=[CH:4][CH:5]=[CH:6][N:1]=2)=[N:12][CH:11]=1. (5) The product is: [CH:26]1[C:35]2[C:30](=[CH:31][CH:32]=[CH:33][CH:34]=2)[CH:29]=[CH:28][C:27]=1[N:36]1[CH2:40][CH2:39][N:38]([C:16]2[CH:17]=[N:18][CH:19]=[C:20]([C:22]([F:25])([F:24])[F:23])[CH:21]=2)[C:37]1=[O:41]. Given the reactants N[C@@H]1CCCC[C@H]1N.C(=O)([O-])[O-].[K+].[K+].Br[C:16]1[CH:17]=[N:18][CH:19]=[C:20]([C:22]([F:25])([F:24])[F:23])[CH:21]=1.[CH:26]1[C:35]2[C:30](=[CH:31][CH:32]=[CH:33][CH:34]=2)[CH:29]=[CH:28][C:27]=1[N:36]1[CH2:40][CH2:39][NH:38][C:37]1=[O:41], predict the reaction product.